From a dataset of Full USPTO retrosynthesis dataset with 1.9M reactions from patents (1976-2016). Predict the reactants needed to synthesize the given product. (1) The reactants are: [Cl:1][C:2]1[S:6][C:5]([C:7]2[O:8][C:9]3[C:10](=[C:12]([C:16]([OH:18])=O)[CH:13]=[CH:14][CH:15]=3)[N:11]=2)=[CH:4][CH:3]=1.Cl.C(N=C=NCCCN(C)C)C.ON1C2C=CC=CC=2N=N1.Cl.Cl.[NH2:43][C@H:44]1[CH:49]2[CH2:50][CH2:51][N:46]([CH2:47][CH2:48]2)[CH2:45]1.C(N(CC)CC)C. Given the product [N:46]12[CH2:51][CH2:50][CH:49]([CH2:48][CH2:47]1)[C@H:44]([NH:43][C:16]([C:12]1[CH:13]=[CH:14][CH:15]=[C:9]3[O:8][C:7]([C:5]4[S:6][C:2]([Cl:1])=[CH:3][CH:4]=4)=[N:11][C:10]=13)=[O:18])[CH2:45]2, predict the reactants needed to synthesize it. (2) Given the product [OH:4][C:5]1[CH:10]=[C:9]([N+:11]([O-:13])=[O:12])[CH:8]=[CH:7][C:6]=1[CH2:14][OH:17], predict the reactants needed to synthesize it. The reactants are: C([O:4][C:5]1[CH:10]=[C:9]([N+:11]([O-:13])=[O:12])[CH:8]=[CH:7][C:6]=1[CH2:14]Br)(=O)C.C([O-])([O-])=[O:17].[Ca+2]. (3) Given the product [Cl:38][C:34]1[CH:33]=[C:32]2[C:37]([C:29]([NH:28][C:23]3[CH:24]=[CH:25][C:26]([F:27])=[C:21]([C@@:16]4([CH3:20])[CH2:17][O:18][CH2:19][C:14]([NH2:13])=[N:15]4)[CH:22]=3)=[N:30][N:31]2[CH3:39])=[CH:36][CH:35]=1, predict the reactants needed to synthesize it. The reactants are: ClC1C=C2C(C(N)=NN2C)=CC=1.[NH2:13][C:14]1[CH2:19][O:18][CH2:17][C@:16]([C:21]2[CH:22]=[C:23]([NH:28][C:29]3[C:37]4[C:32](=[CH:33][C:34]([Cl:38])=[CH:35][CH:36]=4)[N:31]([CH3:39])[N:30]=3)[CH:24]=[CH:25][C:26]=2[F:27])([CH3:20])[N:15]=1. (4) Given the product [CH2:13]([C@H:20]1[CH2:24][N:23]([C:10](=[O:12])[CH2:9][S:8][C:5]2[CH:4]=[CH:3][N:2]=[CH:7][CH:6]=2)[C@H:22]([C:25]([NH:27][C:28]2[CH:33]=[CH:32][C:31]([O:34][C:35]3[CH:36]=[CH:37][C:38]([F:41])=[CH:39][CH:40]=3)=[CH:30][CH:29]=2)=[O:26])[CH2:21]1)[C:14]1[CH:15]=[CH:16][CH:17]=[CH:18][CH:19]=1, predict the reactants needed to synthesize it. The reactants are: Cl.[N:2]1[CH:7]=[CH:6][C:5]([S:8][CH2:9][C:10]([OH:12])=O)=[CH:4][CH:3]=1.[CH2:13]([C@H:20]1[CH2:24][NH:23][C@H:22]([C:25]([NH:27][C:28]2[CH:33]=[CH:32][C:31]([O:34][C:35]3[CH:40]=[CH:39][C:38]([F:41])=[CH:37][CH:36]=3)=[CH:30][CH:29]=2)=[O:26])[CH2:21]1)[C:14]1[CH:19]=[CH:18][CH:17]=[CH:16][CH:15]=1. (5) Given the product [C:1]([N:4]1[C:13]2[C:8](=[CH:9][C:10]([C:32]3[CH:37]=[CH:36][C:35]([CH2:38][CH2:39][OH:40])=[CH:34][CH:33]=3)=[CH:11][CH:12]=2)[C@H:7]([NH:23][C:24](=[O:29])[O:25][CH:26]([CH3:28])[CH3:27])[CH2:6][C@@H:5]1[CH3:30])(=[O:3])[CH3:2], predict the reactants needed to synthesize it. The reactants are: [C:1]([N:4]1[C:13]2[C:8](=[CH:9][C:10](B3OC(C)(C)C(C)(C)O3)=[CH:11][CH:12]=2)[C@H:7]([NH:23][C:24](=[O:29])[O:25][CH:26]([CH3:28])[CH3:27])[CH2:6][C@@H:5]1[CH3:30])(=[O:3])[CH3:2].Br[C:32]1[CH:37]=[CH:36][C:35]([CH2:38][CH2:39][OH:40])=[CH:34][CH:33]=1.C(=O)([O-])[O-].[K+].[K+]. (6) Given the product [Cl:8][C:9]1[CH:10]=[C:11]([S:16][C:2]2[CH:3]=[N:4][CH:5]=[CH:6][CH:7]=2)[CH:12]=[C:13]([Cl:15])[CH:14]=1, predict the reactants needed to synthesize it. The reactants are: I[C:2]1[CH:3]=[N:4][CH:5]=[CH:6][CH:7]=1.[Cl:8][C:9]1[CH:10]=[C:11]([SH:16])[CH:12]=[C:13]([Cl:15])[CH:14]=1.CC(C)([O-])C.[K+].C(OCC)(=O)C. (7) Given the product [C:29]([NH:1][CH2:2][CH2:3][O:4][C:5]1[CH:6]=[C:7]2[C:12](=[CH:13][CH:14]=1)[N:11]=[CH:10][N:9]([C:15]1[CH:16]=[C:17]([CH:24]=[CH:25][C:26]=1[CH3:27])[C:18]([NH:20][CH:21]1[CH2:22][CH2:23]1)=[O:19])[C:8]2=[O:28])(=[O:31])[CH3:30], predict the reactants needed to synthesize it. The reactants are: [NH2:1][CH2:2][CH2:3][O:4][C:5]1[CH:6]=[C:7]2[C:12](=[CH:13][CH:14]=1)[N:11]=[CH:10][N:9]([C:15]1[CH:16]=[C:17]([CH:24]=[CH:25][C:26]=1[CH3:27])[C:18]([NH:20][CH:21]1[CH2:23][CH2:22]1)=[O:19])[C:8]2=[O:28].[C:29](Cl)(=[O:31])[CH3:30].C(N(CC)CC)C.